This data is from Forward reaction prediction with 1.9M reactions from USPTO patents (1976-2016). The task is: Predict the product of the given reaction. (1) Given the reactants Cl.[CH:2]1([CH2:5][O:6][C:7]2[CH:12]=[CH:11][C:10]([O:13][CH3:14])=[CH:9][C:8]=2[C:15]2[C:16]3[NH:23][C:22]([CH3:24])=[C:21]([C:25]([NH:27][C@@H:28]4[CH2:33][CH2:32][NH:31][CH2:30][C@H:29]4[OH:34])=[O:26])[C:17]=3[N:18]=[CH:19][N:20]=2)[CH2:4][CH2:3]1.C([O:38][CH2:39][C:40](Cl)=[O:41])(=O)C, predict the reaction product. The product is: [CH:2]1([CH2:5][O:6][C:7]2[CH:12]=[CH:11][C:10]([O:13][CH3:14])=[CH:9][C:8]=2[C:15]2[C:16]3[NH:23][C:22]([CH3:24])=[C:21]([C:25]([NH:27][C@@H:28]4[CH2:33][CH2:32][N:31]([C:39](=[O:38])[CH2:40][OH:41])[CH2:30][C@H:29]4[OH:34])=[O:26])[C:17]=3[N:18]=[CH:19][N:20]=2)[CH2:4][CH2:3]1. (2) Given the reactants [CH2:1]([O:3][C:4](=[O:32])[CH:5]([C:10]1[CH:11]=[C:12]([C:22]2[CH:27]=[CH:26][C:25]([C:28]([F:31])([F:30])[F:29])=[CH:24][CH:23]=2)[CH:13]=[C:14]([CH:16]2[CH2:21][CH2:20][CH2:19][NH:18][CH2:17]2)[CH:15]=1)[CH2:6][CH:7]([CH3:9])[CH3:8])[CH3:2].Br[CH2:34][C:35]1[CH:40]=[C:39]([C:41]([F:44])([F:43])[F:42])[CH:38]=[C:37]([C:45]([F:48])([F:47])[F:46])[CH:36]=1.C(N(C(C)C)CC)(C)C, predict the reaction product. The product is: [CH2:1]([O:3][C:4](=[O:32])[CH:5]([C:10]1[CH:11]=[C:12]([C:22]2[CH:23]=[CH:24][C:25]([C:28]([F:29])([F:30])[F:31])=[CH:26][CH:27]=2)[CH:13]=[C:14]([CH:16]2[CH2:21][CH2:20][CH2:19][N:18]([CH2:34][C:35]3[CH:36]=[C:37]([C:45]([F:47])([F:48])[F:46])[CH:38]=[C:39]([C:41]([F:42])([F:43])[F:44])[CH:40]=3)[CH2:17]2)[CH:15]=1)[CH2:6][CH:7]([CH3:9])[CH3:8])[CH3:2].